From a dataset of Catalyst prediction with 721,799 reactions and 888 catalyst types from USPTO. Predict which catalyst facilitates the given reaction. (1) Reactant: C[Si](C)(C)CCOC[N:7]1[C:11]2[C:12]3[CH:13]=[CH:14][S:15][C:16]=3[CH2:17][C:10]=2[C:9]([C:18]2[CH:23]=[CH:22][C:21]([C:24]3[CH:29]=[CH:28][C:27]([C:30]#[N:31])=[CH:26][CH:25]=3)=[CH:20][CH:19]=2)=[N:8]1.Cl. Product: [S:15]1[CH:14]=[CH:13][C:12]2[C:11]3[NH:7][N:8]=[C:9]([C:18]4[CH:19]=[CH:20][C:21]([C:24]5[CH:29]=[CH:28][C:27]([C:30]#[N:31])=[CH:26][CH:25]=5)=[CH:22][CH:23]=4)[C:10]=3[CH2:17][C:16]1=2. The catalyst class is: 5. (2) Reactant: [Cl:1][C:2]1[CH:14]=[C:13]([CH:15]([CH3:17])[CH3:16])[CH:12]=[CH:11][C:3]=1[C:4]([O:6]C(C)(C)C)=[O:5].FC(F)(F)C(O)=O. Product: [Cl:1][C:2]1[CH:14]=[C:13]([CH:15]([CH3:17])[CH3:16])[CH:12]=[CH:11][C:3]=1[C:4]([OH:6])=[O:5]. The catalyst class is: 4. (3) Reactant: [NH:1]1[C:9]2[C:4](=[CH:5][CH:6]=[CH:7][CH:8]=2)[C:3]([CH:10]=[O:11])=[CH:2]1.Cl[CH2:13][C:14]1[CH:19]=[CH:18][C:17]([O:20][CH3:21])=[CH:16][CH:15]=1.[H-].[Na+]. Product: [CH3:21][O:20][C:17]1[CH:18]=[CH:19][C:14]([CH2:13][N:1]2[C:9]3[C:4](=[CH:5][CH:6]=[CH:7][CH:8]=3)[C:3]([CH:10]=[O:11])=[CH:2]2)=[CH:15][CH:16]=1. The catalyst class is: 3. (4) Reactant: [F:1][C:2]1([C:10](=[O:33])[NH:11][CH2:12][CH2:13][CH2:14][O:15][CH2:16][CH2:17][O:18][CH2:19][CH2:20][O:21][CH2:22][CH2:23][CH2:24][NH:25]C(=O)OC(C)(C)C)[CH2:9][CH2:8][CH2:7][CH2:6][CH2:5][C:4]#[C:3]1.C(O)(C(F)(F)F)=O. Product: [NH2:25][CH2:24][CH2:23][CH2:22][O:21][CH2:20][CH2:19][O:18][CH2:17][CH2:16][O:15][CH2:14][CH2:13][CH2:12][NH:11][C:10]([C:2]1([F:1])[CH2:9][CH2:8][CH2:7][CH2:6][CH2:5][C:4]#[C:3]1)=[O:33]. The catalyst class is: 2. (5) Reactant: [F:1][C:2]1[CH:3]=[C:4]([CH2:9][C@H:10]([NH:14][C:15](=[O:21])[O:16][C:17]([CH3:20])([CH3:19])[CH3:18])[C@H:11]2[CH2:13][O:12]2)[CH:5]=[C:6]([F:8])[CH:7]=1.[CH3:22][C:23]([CH3:37])([CH3:36])[CH2:24][C:25]1[CH:34]=[C:33]2[C:28]([CH2:29][CH2:30][CH2:31][CH:32]2[NH2:35])=[CH:27][CH:26]=1. Product: [C:17]([O:16][C:15](=[O:21])[NH:14][CH:10]([CH2:9][C:4]1[CH:3]=[C:2]([F:1])[CH:7]=[C:6]([F:8])[CH:5]=1)[CH:11]([OH:12])[CH2:13][NH:35][CH:32]1[C:33]2[C:28](=[CH:27][CH:26]=[C:25]([CH2:24][C:23]([CH3:37])([CH3:36])[CH3:22])[CH:34]=2)[CH2:29][CH2:30][CH2:31]1)([CH3:20])([CH3:19])[CH3:18]. The catalyst class is: 41.